This data is from NCI-60 drug combinations with 297,098 pairs across 59 cell lines. The task is: Regression. Given two drug SMILES strings and cell line genomic features, predict the synergy score measuring deviation from expected non-interaction effect. (1) Drug 2: C1C(C(OC1N2C=NC3=C2NC=NCC3O)CO)O. Synergy scores: CSS=-6.76, Synergy_ZIP=2.35, Synergy_Bliss=2.48, Synergy_Loewe=-8.15, Synergy_HSA=-6.18. Drug 1: CCN(CC)CCCC(C)NC1=C2C=C(C=CC2=NC3=C1C=CC(=C3)Cl)OC. Cell line: SNB-19. (2) Drug 1: CN(C)N=NC1=C(NC=N1)C(=O)N. Drug 2: C1=C(C(=O)NC(=O)N1)F. Cell line: SW-620. Synergy scores: CSS=44.2, Synergy_ZIP=1.39, Synergy_Bliss=0.0562, Synergy_Loewe=-15.9, Synergy_HSA=-3.70. (3) Drug 1: CN(CCCl)CCCl.Cl. Drug 2: COCCOC1=C(C=C2C(=C1)C(=NC=N2)NC3=CC=CC(=C3)C#C)OCCOC.Cl. Cell line: IGROV1. Synergy scores: CSS=31.5, Synergy_ZIP=6.03, Synergy_Bliss=5.52, Synergy_Loewe=8.89, Synergy_HSA=10.3.